This data is from Reaction yield outcomes from USPTO patents with 853,638 reactions. The task is: Predict the reaction yield, written as a fraction of the theoretical maximum amount of product (1.0 means a 100% yield; for example, 0.34 means a 34% yield). The reactants are [NH:1]1[C:9]2[C:4](=[CH:5][CH:6]=[CH:7][CH:8]=2)[CH2:3][CH2:2]1.[F:10][C:11]1[CH:12]=[C:13]([C@H:17]2[O:19][C@@H:18]2[CH2:20][OH:21])[CH:14]=[CH:15][CH:16]=1. The catalyst is C(OCC)(=O)C. The product is [N:1]1([C@@H:17]([C:13]2[CH:14]=[CH:15][CH:16]=[C:11]([F:10])[CH:12]=2)[C@H:18]([OH:19])[CH2:20][OH:21])[C:9]2[C:4](=[CH:5][CH:6]=[CH:7][CH:8]=2)[CH2:3][CH2:2]1. The yield is 0.750.